Dataset: Reaction yield outcomes from USPTO patents with 853,638 reactions. Task: Predict the reaction yield, written as a fraction of the theoretical maximum amount of product (1.0 means a 100% yield; for example, 0.34 means a 34% yield). (1) The reactants are [CH:1]1([N:4]2[C:9](=[O:10])[C:8]3[C:11](OS(C4C=CC(C)=CC=4)(=O)=O)=[CH:12][C:13](=[O:16])[N:14]([CH3:15])[C:7]=3[N:6]([C:28]3[CH:33]=[CH:32][CH:31]=[C:30]([NH:34][S:35]([CH3:38])(=[O:37])=[O:36])[CH:29]=3)[C:5]2=[O:39])[CH2:3][CH2:2]1.[F:40][C:41]1[CH:47]=[C:46]([Br:48])[CH:45]=[CH:44][C:42]=1[NH2:43]. No catalyst specified. The product is [Br:48][C:46]1[CH:45]=[CH:44][C:42]([NH:43][C:11]2[C:8]3[C:9](=[O:10])[N:4]([CH:1]4[CH2:3][CH2:2]4)[C:5](=[O:39])[N:6]([C:28]4[CH:29]=[C:30]([NH:34][S:35]([CH3:38])(=[O:37])=[O:36])[CH:31]=[CH:32][CH:33]=4)[C:7]=3[N:14]([CH3:15])[C:13](=[O:16])[CH:12]=2)=[C:41]([F:40])[CH:47]=1. The yield is 0.830. (2) The reactants are [Cl-].O[NH3+:3].[C:4](=[O:7])([O-])[OH:5].[Na+].CS(C)=O.[C:13]([O:17][C:18]1[CH:23]=[CH:22][C:21]([C:24]2[C:29](=[O:30])[N:28]([CH2:31][C:32]3[CH:37]=[CH:36][C:35]([C:38]4[C:39]([C:44]#[N:45])=[CH:40][CH:41]=[CH:42][CH:43]=4)=[CH:34][C:33]=3[F:46])[C:27]([CH2:47][CH2:48][CH3:49])=[N:26][C:25]=2[CH3:50])=[CH:20][CH:19]=1)([CH3:16])([CH3:15])[CH3:14]. The catalyst is C(OCC)(=O)C. The product is [C:13]([O:17][C:18]1[CH:19]=[CH:20][C:21]([C:24]2[C:29](=[O:30])[N:28]([CH2:31][C:32]3[CH:37]=[CH:36][C:35]([C:38]4[CH:43]=[CH:42][CH:41]=[CH:40][C:39]=4[C:44]4[NH:3][C:4](=[O:7])[O:5][N:45]=4)=[CH:34][C:33]=3[F:46])[C:27]([CH2:47][CH2:48][CH3:49])=[N:26][C:25]=2[CH3:50])=[CH:22][CH:23]=1)([CH3:16])([CH3:15])[CH3:14]. The yield is 0.770. (3) The reactants are [CH3:1][S:2][C:3]1[CH:8]=[CH:7][C:6]([C:9]2[C:13]3[CH:14]=[C:15]([C:18]4[O:22][C:21]([NH2:23])=[N:20][N:19]=4)[CH:16]=[CH:17][C:12]=3[O:11][CH:10]=2)=[CH:5][CH:4]=1.[OH:24]OS([O-])=O.[K+]. The catalyst is O1CCCC1.O. The product is [CH3:1][S:2]([C:3]1[CH:8]=[CH:7][C:6]([C:9]2[C:13]3[CH:14]=[C:15]([C:18]4[O:22][C:21]([NH2:23])=[N:20][N:19]=4)[CH:16]=[CH:17][C:12]=3[O:11][CH:10]=2)=[CH:5][CH:4]=1)=[O:24]. The yield is 0.0600. (4) The reactants are [NH2:1][C:2]1[C:11]2[C:6](=[C:7](I)[C:8]([F:12])=[CH:9][CH:10]=2)[N:5]=[N:4][C:3]=1[C:14]([NH:16][CH2:17][CH2:18][CH3:19])=[O:15].[F:20][C:21]1[CH:26]=[CH:25][C:24]([F:27])=[CH:23][C:22]=1B(O)O. No catalyst specified. The product is [NH2:1][C:2]1[C:11]2[C:6](=[C:7]([C:25]3[CH:26]=[C:21]([F:20])[CH:22]=[CH:23][C:24]=3[F:27])[C:8]([F:12])=[CH:9][CH:10]=2)[N:5]=[N:4][C:3]=1[C:14]([NH:16][CH2:17][CH2:18][CH3:19])=[O:15]. The yield is 0.350.